This data is from Peptide-MHC class I binding affinity with 185,985 pairs from IEDB/IMGT. The task is: Regression. Given a peptide amino acid sequence and an MHC pseudo amino acid sequence, predict their binding affinity value. This is MHC class I binding data. The peptide sequence is YLISIFLHL. The MHC is HLA-C15:02 with pseudo-sequence HLA-C15:02. The binding affinity (normalized) is 0.0847.